Dataset: B-cell epitopes from PDB crystal structures with 447 antigens. Task: Token-level Classification. Given an antigen amino acid sequence, predict which amino acid positions are active epitope sites capable of antibody binding. Output is a list of indices for active positions. (1) Given the antigen sequence: IAEPAMIAECKTRTEVFEISRRLIDRTNANFLVWPPCVEVQRCSGCCNNRNVQCRPTQVQLRPVQVRKIEIVRKKPIFKKATVTLEDHLACKCETV, which amino acid positions are active epitope sites? The epitope positions are: [28, 29, 30, 33, 44, 47, 49, 61, 63, 64, 65, 66, 67, 68, 69, 70, 71, 72, 73, 74... (25 total positions)]. The amino acids at these positions are: ANFWGNRRVQVRKIEIVRKKPIFKK. (2) The epitope positions are: [286, 287, 288, 289, 290, 291, 292, 335, 337, 338, 340, 341, 343, 369, 370, 461]. The amino acids at these positions are: TVGEGLNSPRKPEPPS. Given the antigen sequence: IPVIEPSVPELVVKPGATVTLRCVGNGSVEWDGPPSPHWTLYSDGSSSILSTNNATFQNTGTYRCTEPGSAAIHLYVKDPARPWNVLAQEVVVFEDQDALLPCLLTDPVLEAGVSLVRVPLMRHTNYSFSPWHGFTIHRAKFIQSQDYQCSALMGGRKVMSISIRLKVQKVIPGPPALTLVPAELVRIRGEAAQIVCSASSVDVNFDVFLQHNNTKLAIPQQSDFHNNRYQKVLTLNLDQVDFQHAGNYSCVASNVQGKHSTSMFFRVVESAYLNLSSEQNLIQEVTVGEGLNLKVMVEAYPGLQGFNWTYLGPFSDHQPEKLANATTYRHTFTLSLPRLKPSEAGRYSFLARNPGGWRALTFELTLRYPPEVSVIWTFINGSGTLLCAASGYPQPNVTWLQCSGHTDRCDEAQVLQVWDDPYPEVLSQEPFHKVTVQSLLTVETLEHNQTYECRAHNSVGSGSWAFIP, which amino acid positions are active epitope sites? (3) Given the antigen sequence: AAVALLLGSALHWRAAGAATVLLVIVLLAGSYLAVLAERGAPGAQLITYPRALWWSVETATTVGYGDLYPVTLWGRCVAVVVMVAGITSFGLVTAALATWFVGREQERRGH, which amino acid positions are active epitope sites? The epitope positions are: [22, 23, 26, 27, 28, 29, 30, 31, 32, 33, 34, 35, 36, 37, 38, 39, 40, 41, 42, 43... (26 total positions)]. The amino acids at these positions are: LVLLAGSYLAVLAERGAPGAQITYPR. (4) The epitope positions are: [20, 22, 102, 105, 111, 112, 115, 116, 117, 118, 120]. The amino acids at these positions are: RYDNRKKGTDN. Given the antigen sequence: KVYGRCELAAAMKRMGLDNYRGYSLGNWVCAAKFESNFNTGATNRNTDGSTDYGILQINSRWWCNDGRTPGSKNLCHIPCSALLSSDITASVNCAKKIVSDGDGMNAWVAWRKHCKGTDVNVWIRGCRL, which amino acid positions are active epitope sites? (5) Given the antigen sequence: SALHWRAAGAATVLLVIVLLAGSYLAVLAERGAPGAQLITYPRALWWSVETATTVGYGDLYPVTLWGRCVAVVVVVAGITSFGLVTAALATWFVGREQERRGH, which amino acid positions are active epitope sites? The epitope positions are: [23, 27, 30, 31, 32, 33, 34, 35, 36, 38, 39, 40, 42]. The amino acids at these positions are: YLRGAPGAQITYR.